Dataset: Full USPTO retrosynthesis dataset with 1.9M reactions from patents (1976-2016). Task: Predict the reactants needed to synthesize the given product. The reactants are: C([O:3][C:4]([C:6]1[N:7]([CH2:15][C:16](=[O:25])[NH:17][C:18]2[CH:23]=[CH:22][C:21]([Cl:24])=[CH:20][CH:19]=2)[C:8]2[C:13]([CH:14]=1)=[CH:12][CH:11]=[CH:10][CH:9]=2)=[O:5])C.[OH-].[K+].Cl. Given the product [Cl:24][C:21]1[CH:20]=[CH:19][C:18]([NH:17][C:16]([CH2:15][N:7]2[C:8]3[C:13](=[CH:12][CH:11]=[CH:10][CH:9]=3)[CH:14]=[C:6]2[C:4]([OH:5])=[O:3])=[O:25])=[CH:23][CH:22]=1, predict the reactants needed to synthesize it.